Task: Predict which catalyst facilitates the given reaction.. Dataset: Catalyst prediction with 721,799 reactions and 888 catalyst types from USPTO (1) Reactant: [H-].[Al+3].[Li+].[H-].[H-].[H-].C([O:9][C:10](=O)[C@H:11]([O:13][C:14]1[CH:19]=[CH:18][C:17]([F:20])=[CH:16][CH:15]=1)[CH3:12])C.[H-].Cl. Product: [F:20][C:17]1[CH:18]=[CH:19][C:14]([O:13][C@H:11]([CH3:12])[CH2:10][OH:9])=[CH:15][CH:16]=1. The catalyst class is: 28. (2) The catalyst class is: 24. Product: [F:17][C:2]1([F:1])[CH2:3][CH:4]([NH:6][C:7]2[N:16]=[CH:15][CH:14]=[CH:13][C:8]=2[C:9]([OH:11])=[O:10])[CH2:5]1. Reactant: [F:1][C:2]1([F:17])[CH2:5][CH:4]([NH:6][C:7]2[N:16]=[CH:15][CH:14]=[CH:13][C:8]=2[C:9]([O:11]C)=[O:10])[CH2:3]1.[OH-].[K+]. (3) Product: [F:13][C:14]1[C:19]([CH:30]([C:25]2[CH:26]=[CH:27][CH:28]=[CH:29][C:24]=2[CH:23]([O:22][CH2:20][CH3:21])[O:32][CH2:33][CH3:34])[OH:31])=[CH:18][CH:17]=[CH:16][N:15]=1. The catalyst class is: 7. Reactant: C(NC(C)C)(C)C.C([Li])CCC.[F:13][C:14]1[CH:19]=[CH:18][CH:17]=[CH:16][N:15]=1.[CH2:20]([O:22][CH:23]([O:32][CH2:33][CH3:34])[C:24]1[CH:29]=[CH:28][CH:27]=[CH:26][C:25]=1[CH:30]=[O:31])[CH3:21].C(=O)([O-])[O-].[Na+].[Na+]. (4) Reactant: Cl.[CH3:2][C:3]1[C:11]2[CH2:10][O:9][C:8](=[O:12])[C:7]=2[CH:6]=[CH:5][C:4]=1[CH:13]([O:21][CH3:22])[CH2:14][N:15]1[CH2:20][CH2:19][NH:18][CH2:17][CH2:16]1.[CH3:23][C:24]1[C:32]2[CH2:31][O:30][C:29](=[O:33])[C:28]=2[CH:27]=[CH:26][C:25]=1[CH:34]1[CH2:36][O:35]1.CCO. Product: [OH:35][CH:34]([C:25]1[CH:26]=[CH:27][C:28]2[C:29](=[O:33])[O:30][CH2:31][C:32]=2[C:24]=1[CH3:23])[CH2:36][N:18]1[CH2:19][CH2:20][N:15]([CH2:14][CH:13]([C:4]2[CH:5]=[CH:6][C:7]3[C:8](=[O:12])[O:9][CH2:10][C:11]=3[C:3]=2[CH3:2])[O:21][CH3:22])[CH2:16][CH2:17]1. The catalyst class is: 1.